Task: Predict which catalyst facilitates the given reaction.. Dataset: Catalyst prediction with 721,799 reactions and 888 catalyst types from USPTO (1) Reactant: [N:1]1([CH2:6][CH:7]2[CH2:11][S:10][C:9]([NH:12]C(=O)OC(C)(C)C)=[N:8]2)[CH:5]=[N:4][CH:3]=[N:2]1.[ClH:20]. Product: [ClH:20].[ClH:20].[N:1]1([CH2:6][CH:7]2[CH2:11][S:10][C:9]([NH2:12])=[N:8]2)[CH:5]=[N:4][CH:3]=[N:2]1. The catalyst class is: 12. (2) Reactant: [C:1]1(NC)[C:10]2[C:5](=[CH:6][CH:7]=[CH:8][CH:9]=2)[CH:4]=[CH:3][N:2]=1.[CH:13]([N:16](C(C)C)CC)(C)C.[C:22]([O:26][C:27](=[O:47])[NH:28][CH:29]1[CH2:34][CH2:33][CH:32]([CH2:35][NH:36][C:37]2[C:42]([N+:43]([O-:45])=[O:44])=[CH:41][N:40]=[C:39](Cl)[N:38]=2)[CH2:31][CH2:30]1)([CH3:25])([CH3:24])[CH3:23]. Product: [C:22]([O:26][C:27](=[O:47])[NH:28][CH:29]1[CH2:34][CH2:33][CH:32]([CH2:35][NH:36][C:37]2[C:42]([N+:43]([O-:45])=[O:44])=[CH:41][N:40]=[C:39]([NH:16][CH2:13][C:1]3[C:10]4[C:5](=[CH:6][CH:7]=[CH:8][CH:9]=4)[CH:4]=[CH:3][N:2]=3)[N:38]=2)[CH2:31][CH2:30]1)([CH3:25])([CH3:24])[CH3:23]. The catalyst class is: 3. (3) Reactant: Cl.[NH2:2][OH:3].C([O-])([O-])=O.[Na+].[Na+].[CH3:10][S:11][C:12]1[CH:19]=[CH:18][C:15]([C:16]#[N:17])=[CH:14][CH:13]=1. Product: [OH:3][NH:2][C:16](=[NH:17])[C:15]1[CH:18]=[CH:19][C:12]([S:11][CH3:10])=[CH:13][CH:14]=1. The catalyst class is: 72. (4) Reactant: [CH:1]1([CH2:6][C@H:7]([N:11]2[CH2:19][C:18]3[C:13](=[CH:14][CH:15]=[CH:16][CH:17]=3)[C:12]2=[O:20])[C:8]([OH:10])=O)[CH2:5][CH2:4][CH2:3][CH2:2]1.[CH:21]([O:24][CH2:25][CH2:26][N:27]1[CH:31]=[CH:30][C:29]([NH2:32])=[N:28]1)(C)C.F[P-](F)(F)(F)(F)F.N1(O[P+](N(C)C)(N(C)C)N(C)C)C2C=CC=CC=2N=N1.C(N(CC)C(C)C)(C)C. Product: [CH:1]1([CH2:6][C@H:7]([N:11]2[CH2:19][C:18]3[C:13](=[CH:14][CH:15]=[CH:16][CH:17]=3)[C:12]2=[O:20])[C:8]([NH:32][C:29]2[CH:30]=[CH:31][N:27]([CH2:26][CH2:25][O:24][CH3:21])[N:28]=2)=[O:10])[CH2:2][CH2:3][CH2:4][CH2:5]1. The catalyst class is: 2. (5) Reactant: [CH2:1]([O:3][C:4](OCC)(OCC)[CH3:5])[CH3:2].[C:12]([CH2:14][C:15]([O:17][CH2:18][CH3:19])=[O:16])#[N:13]. Product: [C:12](/[C:14](=[C:1](\[O:3][CH2:4][CH3:5])/[CH3:2])/[C:15]([O:17][CH2:18][CH3:19])=[O:16])#[N:13]. The catalyst class is: 152. (6) Reactant: [CH3:1][O:2][C:3](=[O:17])[CH2:4][CH2:5][CH2:6][CH2:7][CH2:8][O:9][C:10]1[CH:15]=[CH:14][C:13]([NH2:16])=[CH:12][CH:11]=1.C(N(CC)CC)C.Cl[C:26](Cl)([O:28]C(=O)OC(Cl)(Cl)Cl)Cl. Product: [CH3:1][O:2][C:3](=[O:17])[CH2:4][CH2:5][CH2:6][CH2:7][CH2:8][O:9][C:10]1[CH:15]=[CH:14][C:13]([N:16]=[C:26]=[O:28])=[CH:12][CH:11]=1. The catalyst class is: 11. (7) Product: [CH2:7]([N:24]1[CH2:25][CH2:26][CH:21]([C:16]2[CH:17]=[CH:18][CH:19]=[CH:20][C:15]=2[CH3:31])[CH:22]([C:27]([O:29][CH3:30])=[O:28])[CH2:23]1)[C:8]1[CH:13]=[CH:12][CH:11]=[CH:10][CH:9]=1. Reactant: C(=O)([O-])[O-].[K+].[K+].[CH2:7](Br)[C:8]1[CH:13]=[CH:12][CH:11]=[CH:10][CH:9]=1.[C:15]1([CH3:31])[CH:20]=[CH:19][CH:18]=[CH:17][C:16]=1[CH:21]1[CH2:26][CH2:25][NH:24][CH2:23][CH:22]1[C:27]([O:29][CH3:30])=[O:28].C(=O)([O-])O.[Na+]. The catalyst class is: 9. (8) Reactant: [CH:1]1([CH:7]([NH:22][C:23]2[CH:31]=[CH:30][C:26]([C:27](O)=[O:28])=[CH:25][CH:24]=2)[C:8]2[S:16][C:15]3[C:10](=[N:11][CH:12]=[C:13]([C:17]([F:20])([F:19])[F:18])[CH:14]=3)[C:9]=2[CH3:21])[CH2:6][CH2:5][CH2:4][CH2:3][CH2:2]1.[CH3:32][NH:33][CH2:34][CH2:35][C:36]([O:38][CH2:39][CH3:40])=[O:37].O.ON1C2C=CC=CC=2N=N1.Cl.C(N=C=NCCCN(C)C)C.[Cl-].[NH4+]. Product: [CH:1]1([CH:7]([NH:22][C:23]2[CH:24]=[CH:25][C:26]([C:27]([N:33]([CH3:32])[CH2:34][CH2:35][C:36]([O:38][CH2:39][CH3:40])=[O:37])=[O:28])=[CH:30][CH:31]=2)[C:8]2[S:16][C:15]3[C:10](=[N:11][CH:12]=[C:13]([C:17]([F:18])([F:19])[F:20])[CH:14]=3)[C:9]=2[CH3:21])[CH2:6][CH2:5][CH2:4][CH2:3][CH2:2]1. The catalyst class is: 289.